From a dataset of Catalyst prediction with 721,799 reactions and 888 catalyst types from USPTO. Predict which catalyst facilitates the given reaction. (1) Reactant: [CH2:1]([O:8][C:9]1[CH:30]=[CH:29][C:12]2[N:13]([CH2:16][C:17]3[CH:28]=[CH:27][C:20]4[N:21]=[C:22](S(C)=O)[S:23][C:19]=4[CH:18]=3)[CH:14]=[N:15][C:11]=2[CH:10]=1)[C:2]1[CH:7]=[CH:6][CH:5]=[CH:4][CH:3]=1.Cl.[NH2:32][C@@H:33]1[CH2:38][CH2:37][CH2:36][CH2:35][C@H:34]1[OH:39].CCN(C(C)C)C(C)C. Product: [CH2:1]([O:8][C:9]1[CH:30]=[CH:29][C:12]2[N:13]([CH2:16][C:17]3[CH:28]=[CH:27][C:20]4[N:21]=[C:22]([NH:32][C@@H:33]5[CH2:38][CH2:37][CH2:36][CH2:35][C@H:34]5[OH:39])[S:23][C:19]=4[CH:18]=3)[CH:14]=[N:15][C:11]=2[CH:10]=1)[C:2]1[CH:3]=[CH:4][CH:5]=[CH:6][CH:7]=1. The catalyst class is: 44. (2) Reactant: [Cl:1][C:2]1[S:6][C:5]([C:7]2[O:11][N:10]=[C:9]([CH2:12][N:13]3[C:21]4[C:16](=[CH:17][CH:18]=[CH:19][CH:20]=4)[CH:15]=[C:14]3[C:22](O)=[O:23])[CH:8]=2)=[CH:4][CH:3]=1.[B-](F)(F)(F)F.CCOC(C(C#N)=NOC(N(C)C)=[N+](C)C)=O.[C:47]([O:51][C:52]([N:54]1[CH2:59][CH2:58][N:57]([NH2:60])[CH2:56][CH2:55]1)=[O:53])([CH3:50])([CH3:49])[CH3:48]. Product: [C:47]([O:51][C:52]([N:54]1[CH2:59][CH2:58][N:57]([NH:60][C:22]([C:14]2[N:13]([CH2:12][C:9]3[CH:8]=[C:7]([C:5]4[S:6][C:2]([Cl:1])=[CH:3][CH:4]=4)[O:11][N:10]=3)[C:21]3[C:16]([CH:15]=2)=[CH:17][CH:18]=[CH:19][CH:20]=3)=[O:23])[CH2:56][CH2:55]1)=[O:53])([CH3:50])([CH3:48])[CH3:49]. The catalyst class is: 2. (3) Reactant: [C:1]([NH:4][CH2:5][C@@H:6]1[CH2:11][C@H:10]([O:12][CH3:13])[CH2:9][CH2:8][C@@H:7]1[N:14]1[CH2:18][CH2:17][C@H:16]([NH:19]C(=O)OCC2C=CC=CC=2)[C:15]1=[O:30])(=[O:3])[CH3:2].[H][H]. Product: [NH2:19][C@H:16]1[CH2:17][CH2:18][N:14]([C@H:7]2[CH2:8][CH2:9][C@@H:10]([O:12][CH3:13])[CH2:11][C@H:6]2[CH2:5][NH:4][C:1](=[O:3])[CH3:2])[C:15]1=[O:30]. The catalyst class is: 19. (4) Reactant: COC[O:4][C:5]1[CH:10]=[C:9]([O:11]COC)[CH:8]=[CH:7][C:6]=1[CH:15]1[CH2:20][CH2:19][C:18](=[CH:21][C:22]([OH:24])=[O:23])[CH2:17][CH2:16]1. Product: [OH:4][C:5]1[CH:10]=[C:9]([OH:11])[CH:8]=[CH:7][C:6]=1[CH:15]1[CH2:16][CH2:17][C:18](=[CH:21][C:22]([OH:24])=[O:23])[CH2:19][CH2:20]1. The catalyst class is: 5. (5) The catalyst class is: 7. Product: [CH2:36]([C:16]1[N:15]2[N:40]=[CH:41][CH:42]=[C:14]2[N:13]([C@H:10]2[CH2:9][CH2:8][C@H:7]([O:6][CH2:5][C:51]([OH:50])([CH3:52])[CH3:44])[CH2:12][CH2:11]2)[C:18](=[O:19])[C:17]=1[CH2:20][C:21]1[CH:26]=[CH:25][C:24]([C:27]2[C:28]([C:33]#[N:34])=[CH:29][CH:30]=[CH:31][CH:32]=2)=[C:23]([F:35])[CH:22]=1)[CH2:37][CH2:38][CH3:39]. Reactant: C(OC(=O)[CH2:5][O:6][C@H:7]1[CH2:12][CH2:11][C@H:10]([N:13]2[C:18](=[O:19])[C:17]([CH2:20][C:21]3[CH:26]=[CH:25][C:24]([C:27]4[CH:32]=[CH:31][CH:30]=[CH:29][C:28]=4[C:33]#[N:34])=[C:23]([F:35])[CH:22]=3)=[C:16]([CH2:36][CH2:37][CH2:38][CH3:39])[N:15]3[N:40]=[CH:41][CH:42]=[C:14]23)[CH2:9][CH2:8]1)C.[CH3:44][Mg]Br.C([O:50][CH2:51][CH3:52])(=O)C. (6) Reactant: [Cl:1][C:2]1[CH:3]=[C:4]2[C:8](=[CH:9][CH:10]=1)[NH:7][C:6](=[O:11])[CH2:5]2.[CH:12]([C:14]1[O:18][C:17]([B:19]([OH:21])[OH:20])=[CH:16][CH:15]=1)=O.N1CCCCC1. Product: [Cl:1][C:2]1[CH:3]=[C:4]2[C:8](=[CH:9][CH:10]=1)[NH:7][C:6](=[O:11])[C:5]2=[CH:12][C:14]1[O:18][C:17]([B:19]([OH:21])[OH:20])=[CH:16][CH:15]=1. The catalyst class is: 14. (7) Reactant: [CH3:1]/[C:2](/[O:8][Si](C)(C)C)=N\[Si](C)(C)C.N1C=[CH:19][C:17](=[O:18])NC1=O.[Si](OS(C(F)(F)F)(=O)=O)(C)(C)C.CC[O:35][C:36]([CH3:38])=[O:37]. Product: [CH3:1][C:2]([CH2:19][C:17]([CH2:38][C:36]([OH:35])=[O:37])=[O:18])=[O:8]. The catalyst class is: 47. (8) Reactant: [OH:1][C:2]1[N:10]=[CH:9][CH:8]=[CH:7][C:3]=1[C:4]([OH:6])=[O:5].[Br:11]Br. Product: [Br:11][C:8]1[CH:9]=[N:10][C:2]([OH:1])=[C:3]([CH:7]=1)[C:4]([OH:6])=[O:5]. The catalyst class is: 15.